From a dataset of Forward reaction prediction with 1.9M reactions from USPTO patents (1976-2016). Predict the product of the given reaction. (1) Given the reactants [NH2:1][C:2]1[CH:9]=[C:8]2[O:10][CH2:11][O:12][C:7]2=[CH:6][C:3]=1[C:4]#N.[CH2:13]([Mg]Cl)[C:14]1[CH:19]=[CH:18][CH:17]=[CH:16][CH:15]=1.O.[OH:23]S(O)(=O)=O, predict the reaction product. The product is: [NH2:1][C:2]1[CH:9]=[C:8]2[O:10][CH2:11][O:12][C:7]2=[CH:6][C:3]=1[C:4]([CH2:13][C:14]1[CH:19]=[CH:18][CH:17]=[CH:16][CH:15]=1)=[O:23]. (2) Given the reactants C(O)(=O)C.[Cl:5][C:6]1[C:7]([CH3:18])=[C:8]([N:12]2[C:16](=[O:17])[CH2:15][NH:14][CH2:13]2)[CH:9]=[CH:10][CH:11]=1.C([O-])([O-])=O.[K+].[K+].[Cl:25][CH2:26][C:27](Cl)=[O:28], predict the reaction product. The product is: [Cl:25][CH2:26][C:27]([N:14]1[CH2:15][C:16](=[O:17])[N:12]([C:8]2[CH:9]=[CH:10][CH:11]=[C:6]([Cl:5])[C:7]=2[CH3:18])[CH2:13]1)=[O:28]. (3) Given the reactants C([N:8]1[CH2:13][CH2:12][C:11]([C:15]2[CH:16]=[N:17][CH:18]=[CH:19][CH:20]=2)([OH:14])[CH2:10][CH2:9]1)C1C=CC=CC=1.C([O-])=O.[NH4+], predict the reaction product. The product is: [N:17]1[CH:18]=[CH:19][CH:20]=[C:15]([C:11]2([OH:14])[CH2:10][CH2:9][NH:8][CH2:13][CH2:12]2)[CH:16]=1. (4) Given the reactants I[C:2]1[C:11](=[O:12])[C:10]2[C:5](=[CH:6][CH:7]=[CH:8][CH:9]=2)[N:4]([CH2:13][C:14]2[CH:19]=[CH:18][CH:17]=[C:16]([CH3:20])[N:15]=2)[CH:3]=1.C([Mg]Cl)(C)C.[Cl:26][C:27]1[CH:38]=[CH:37][C:30]([C:31](N(OC)C)=[O:32])=[CH:29][CH:28]=1, predict the reaction product. The product is: [Cl:26][C:27]1[CH:38]=[CH:37][C:30]([C:31]([C:2]2[C:11](=[O:12])[C:10]3[C:5](=[CH:6][CH:7]=[CH:8][CH:9]=3)[N:4]([CH2:13][C:14]3[CH:19]=[CH:18][CH:17]=[C:16]([CH3:20])[N:15]=3)[CH:3]=2)=[O:32])=[CH:29][CH:28]=1. (5) Given the reactants [CH2:1]([N:3]1[CH:7]=[C:6]([C:8]([OH:10])=O)[C:5]([CH3:11])=[N:4]1)[CH3:2].C(Cl)(=O)C(Cl)=O.[NH2:18][C:19]1[CH:20]=[C:21]([CH:38]=[CH:39][C:40]=1[F:41])[O:22][C:23]1[CH:24]=[CH:25][C:26]2[N:27]([CH:29]=[C:30]([NH:32][C:33]([CH:35]3[CH2:37][CH2:36]3)=[O:34])[N:31]=2)[N:28]=1, predict the reaction product. The product is: [CH:35]1([C:33]([NH:32][C:30]2[N:31]=[C:26]3[CH:25]=[CH:24][C:23]([O:22][C:21]4[CH:38]=[CH:39][C:40]([F:41])=[C:19]([NH:18][C:8]([C:6]5[C:5]([CH3:11])=[N:4][N:3]([CH2:1][CH3:2])[CH:7]=5)=[O:10])[CH:20]=4)=[N:28][N:27]3[CH:29]=2)=[O:34])[CH2:36][CH2:37]1. (6) Given the reactants [CH2:1]([O:3][C:4]1[CH:5]=[C:6]([N:10]2[CH:14]=[C:13]([C:15]([N:17]3[CH2:22][CH2:21][N:20](C(OCC4C=CC=CC=4)=O)[CH2:19][C@@H:18]3[C:33]([O:35]C)=O)=[O:16])[N:12]=[C:11]2[C:37]2[CH:42]=[CH:41][C:40]([CH3:43])=[CH:39][CH:38]=2)[CH:7]=[CH:8][CH:9]=1)[CH3:2].CC([CH:47]1NC(=O)C(CCSC)NC(=O)C(NC(C(NC(C(NC(C(NC(C(N)CC(O)=O)=O)C(O)C)=O)CCSC)=O)CCCNC(N)=N)=O)CSSCC(C(NC(C(NC(C(NC(C(O)=O)C(C)C)=O)CCC(O)=O)=O)CC2C3C(=CC=CC=3)NC=2)=O)NC(=O)C2N(CCC2)C(=O)C(CCCNC(N)=N)NC(=O)C(CC2C=CC(O)=CC=2)NC(=O)C(C(C)C)NC(=O)C(CCCNC(N)=N)NC(=O)CN[C:48]1=[O:49])C.CN1C=CN=C1.CS(Cl)(=O)=O.C[C@@]1(C([O-])=O)NCCN(C(OCC2C=CC=CC=2)=O)C1, predict the reaction product. The product is: [C:48]([O:35][CH2:33][C@H:18]1[CH2:19][NH:20][CH2:21][CH2:22][N:17]1[C:15]([C:13]1[N:12]=[C:11]([C:37]2[CH:42]=[CH:41][C:40]([CH3:43])=[CH:39][CH:38]=2)[N:10]([C:6]2[CH:7]=[CH:8][CH:9]=[C:4]([O:3][CH2:1][CH3:2])[CH:5]=2)[CH:14]=1)=[O:16])(=[O:49])[CH3:47]. (7) The product is: [C:1]([O:5][C:6]([NH:8][C@@H:9]1[CH2:10][CH2:11][C@H:12]([N:15]2[C:16](=[O:17])[C:18]3[CH:23]=[C:22]([F:24])[CH:21]=[N:20][C:19]=3[N:25]([C@H:26]3[CH2:27][CH2:28][C@H:29]([C:32]([O:34][CH3:35])=[O:33])[CH2:30][CH2:31]3)[C:38]2=[O:39])[CH2:13][CH2:14]1)=[O:7])([CH3:4])([CH3:3])[CH3:2]. Given the reactants [C:1]([O:5][C:6]([NH:8][C@@H:9]1[CH2:14][CH2:13][C@H:12]([NH:15][C:16]([C:18]2[C:19]([NH:25][C@H:26]3[CH2:31][CH2:30][C@H:29]([C:32]([O:34][CH3:35])=[O:33])[CH2:28][CH2:27]3)=[N:20][CH:21]=[C:22]([F:24])[CH:23]=2)=[O:17])[CH2:11][CH2:10]1)=[O:7])([CH3:4])([CH3:3])[CH3:2].[H-].[Na+].[C:38]([O-])(O)=[O:39].[Na+], predict the reaction product. (8) The product is: [C:7]([C:9]1[C:10]([N:21]2[CH2:22][C:23]([CH3:25])([C:26]([OH:28])=[O:27])[CH2:24]2)=[N:11][CH:12]=[C:32]([C:33]([O:34][CH2:35][CH3:31])=[O:3])[C:19]=1[CH3:13])#[N:8]. Given the reactants C[Si](C)(C)[O-:3].[K+].[C:7]([C:9]1[C:10]([N:21]2[CH2:24][C:23]([C:26]([O:28]C)=[O:27])([CH3:25])[CH2:22]2)=[N:11][C:12](C)=[C:13]([CH:19]=1)C(OCC)=O)#[N:8].Cl.[CH2:31]1[CH2:35][O:34][CH2:33][CH2:32]1, predict the reaction product.